This data is from Forward reaction prediction with 1.9M reactions from USPTO patents (1976-2016). The task is: Predict the product of the given reaction. (1) Given the reactants CS(O[CH2:6][C:7]1[N:12]2[C:13]([CH2:20][CH:21]3[CH2:26][CH2:25][C:24]([F:28])([F:27])[CH2:23][CH2:22]3)=[C:14]([C:16]([F:19])([F:18])[F:17])[N:15]=[C:11]2[CH:10]=[C:9]([C:29](=[O:37])[NH:30][CH:31]2[CH2:36][CH2:35][O:34][CH2:33][CH2:32]2)[CH:8]=1)(=O)=O.C[O-].[Na+].C[C:42](C)=[O:43].C(=O)([O-])O.[Na+], predict the reaction product. The product is: [F:28][C:24]1([F:27])[CH2:23][CH2:22][CH:21]([CH2:20][C:13]2[N:12]3[C:7]([CH3:6])=[CH:8][C:9]([C:29]([NH:30][CH:31]4[CH2:32][CH2:33][O:34][CH2:35][CH2:36]4)=[O:37])=[C:10]([O:43][CH3:42])[C:11]3=[N:15][C:14]=2[C:16]([F:19])([F:17])[F:18])[CH2:26][CH2:25]1. (2) Given the reactants [CH:1]([Si:4](Cl)([CH:8]([CH3:10])[CH3:9])[CH:5]([CH3:7])[CH3:6])([CH3:3])[CH3:2].[Cl:12][C:13]1[CH:14]=[CH:15][C:16]([I:21])=[C:17]([CH:20]=1)[CH2:18][OH:19].N1C=CN=C1, predict the reaction product. The product is: [Cl:12][C:13]1[CH:14]=[CH:15][C:16]([I:21])=[C:17]([CH:20]=1)[CH2:18][O:19][Si:4]([CH:8]([CH3:10])[CH3:9])([CH:5]([CH3:7])[CH3:6])[CH:1]([CH3:3])[CH3:2]. (3) Given the reactants C(=O)([O-])[O-].[K+].[K+].[CH:7]1([O:12][C:13]2[CH:14]=[C:15]([C:21]3[CH:26]=[CH:25][N:24]=[C:23]([N:27]4[C:31]5[CH:32]=[CH:33][CH:34]=[CH:35][C:30]=5[N:29](C(OC(C)(C)C)=O)[C:28]4=[O:43])[N:22]=3)[CH:16]=[CH:17][C:18]=2[O:19][CH3:20])[CH2:11][CH2:10][CH2:9][CH2:8]1, predict the reaction product. The product is: [CH:7]1([O:12][C:13]2[CH:14]=[C:15]([C:21]3[CH:26]=[CH:25][N:24]=[C:23]([N:27]4[C:31]5[CH:32]=[CH:33][CH:34]=[CH:35][C:30]=5[NH:29][C:28]4=[O:43])[N:22]=3)[CH:16]=[CH:17][C:18]=2[O:19][CH3:20])[CH2:11][CH2:10][CH2:9][CH2:8]1. (4) The product is: [CH3:13][NH:14][C:6]([C:2]1[O:1][CH:5]=[CH:4][CH:3]=1)=[O:7]. Given the reactants [O:1]1[CH:5]=[CH:4][CH:3]=[C:2]1[C:6](Cl)=[O:7].Cl.CN.C[CH2:13][N:14](CC)CC, predict the reaction product.